Predict the reaction yield, written as a fraction of the theoretical maximum amount of product (1.0 means a 100% yield; for example, 0.34 means a 34% yield). From a dataset of Reaction yield outcomes from USPTO patents with 853,638 reactions. (1) The reactants are [C:1]([SiH2:5][O:6][C:7]([CH3:19])([CH3:18])[C:8]1[CH:9]=[C:10]([CH2:15][CH2:16][NH2:17])[CH:11]=[CH:12][C:13]=1[Cl:14])([CH3:4])([CH3:3])[CH3:2].[CH:20](=O)[CH3:21].[BH4-].[Na+]. The catalyst is CO. The product is [C:1]([SiH2:5][O:6][C:7]([CH3:19])([CH3:18])[C:8]1[CH:9]=[C:10]([CH2:15][CH2:16][NH:17][CH2:20][CH3:21])[CH:11]=[CH:12][C:13]=1[Cl:14])([CH3:4])([CH3:3])[CH3:2]. The yield is 0.280. (2) The reactants are [O:1]([C:8]1[CH:9]=[C:10]([C:14]23[CH2:21][CH2:20][C:17]([OH:22])([CH2:18][CH2:19]2)[CH2:16][O:15]3)[CH:11]=[CH:12][CH:13]=1)[C:2]1[CH:7]=[CH:6][CH:5]=[CH:4][CH:3]=1.Br[CH2:24]/[CH:25]=[CH:26]/[C:27]([O:29][CH3:30])=[O:28].C(C1C=CC=C(C(C)(C)C)N=1)(C)(C)C. The catalyst is C(Cl)Cl.C(S([O-])(=O)=O)(F)(F)F.[Ag+]. The product is [O:1]([C:8]1[CH:9]=[C:10]([C:14]23[CH2:21][CH2:20][C:17]([O:22][CH2:24]/[CH:25]=[CH:26]/[C:27]([O:29][CH3:30])=[O:28])([CH2:18][CH2:19]2)[CH2:16][O:15]3)[CH:11]=[CH:12][CH:13]=1)[C:2]1[CH:7]=[CH:6][CH:5]=[CH:4][CH:3]=1. The yield is 0.500. (3) The reactants are Cl[C:2]1[C:7]([CH2:8][C:9]2[CH:14]=[CH:13][C:12]([C:15]3[C:16]([C:21]#[N:22])=[CH:17][CH:18]=[CH:19][CH:20]=3)=[CH:11][CH:10]=2)=[C:6]([CH2:23][CH2:24][CH3:25])[N:5]=[C:4]([CH3:26])[N:3]=1.[C:27]1([S:33]([NH2:36])(=[O:35])=[O:34])[CH:32]=[CH:31][CH:30]=[CH:29][CH:28]=1.[C:37](=[O:40])([O-])[O-:38].[K+].[K+].C[N:44](C)C(=O)C. The catalyst is C(OCC)(=O)C. The product is [CH3:26][C:4]1[N:3]=[C:2]([NH:36][S:33]([C:27]2[CH:32]=[CH:31][CH:30]=[CH:29][CH:28]=2)(=[O:35])=[O:34])[C:7]([CH2:8][C:9]2[CH:14]=[CH:13][C:12]([C:15]3[CH:20]=[CH:19][CH:18]=[CH:17][C:16]=3[C:21]3[NH:44][C:37](=[O:40])[O:38][N:22]=3)=[CH:11][CH:10]=2)=[C:6]([CH2:23][CH2:24][CH3:25])[N:5]=1. The yield is 0.800. (4) The reactants are [CH2:1](N(CC)CC)C.[C:8]([O:11][CH2:12][C:13]([CH3:43])([CH3:42])[CH2:14][N:15]1[C:21]2[CH:22]=[CH:23][C:24](Cl)=[CH:25][C:20]=2[C@@H:19]([C:27]2[CH:32]=[CH:31][CH:30]=C(OC)C=2OC)[O:18][C@H:17]([CH2:37][C:38](O)=[O:39])[C:16]1=[O:41])(=[O:10])[CH3:9].ClC(O[CH2:48][CH:49](C)[CH3:50])=O.[ClH:52].[NH2:53][C:54]1[CH:59]=[CH:58][C:57]([O:60][C:61]([F:68])([F:67])[C:62]([O:64][CH2:65][CH3:66])=[O:63])=[CH:56][CH:55]=1.N1C=CC=CC=1.Cl. The catalyst is CN(C)C=O.O. The product is [C:8]([O:11][CH2:12][C:13]([CH3:42])([CH3:43])[CH2:14][N:15]1[C:21]2[CH:22]=[CH:23][C:24]([Cl:52])=[CH:25][C:20]=2[C@H:19]([C:27]2[CH:50]=[CH:49][CH:48]=[C:31]([CH3:30])[C:32]=2[CH3:1])[O:18][C@H:17]([CH2:37][C:38]([NH:53][C:54]2[CH:59]=[CH:58][C:57]([O:60][C:61]([F:67])([F:68])[C:62]([O:64][CH2:65][CH3:66])=[O:63])=[CH:56][CH:55]=2)=[O:39])[C:16]1=[O:41])(=[O:10])[CH3:9]. The yield is 0.780. (5) The reactants are [CH3:1][C:2]1[S:10][C:5]2=[CH:6][N:7]=[CH:8][CH:9]=[C:4]2[CH:3]=1.[N+:11]([O-])([OH:13])=[O:12].[OH-].[Na+].O.C([O-])(O)=O.[Na+]. The catalyst is OS(O)(=O)=O. The product is [CH3:1][C:2]1[S:10][C:5]2=[CH:6][N:7]=[CH:8][CH:9]=[C:4]2[C:3]=1[N+:11]([O-:13])=[O:12]. The yield is 0.460. (6) The yield is 0.690. The catalyst is CN(C=O)C.O. The reactants are [OH:1][C:2]1[CH:3]=[C:4]2[C:9](=[CH:10][CH:11]=1)[C:8](=[O:12])[CH2:7][CH2:6][CH2:5]2.C([O-])([O-])=O.[K+].[K+].[CH:19]1[CH:24]=[CH:23][C:22]([CH2:25]Br)=[CH:21][CH:20]=1. The product is [CH2:25]([O:1][C:2]1[CH:3]=[C:4]2[C:9](=[CH:10][CH:11]=1)[C:8](=[O:12])[CH2:7][CH2:6][CH2:5]2)[C:22]1[CH:23]=[CH:24][CH:19]=[CH:20][CH:21]=1. (7) The reactants are [Br:1][CH2:2][CH2:3][CH2:4][CH2:5][CH:6]([CH3:8])[CH3:7].[C:9]1([P:15]([C:22]2[CH:27]=[CH:26][CH:25]=[CH:24][CH:23]=2)[C:16]2[CH:21]=[CH:20][CH:19]=[CH:18][CH:17]=2)[CH:14]=[CH:13][CH:12]=[CH:11][CH:10]=1. The catalyst is C1(C)C=CC=CC=1. The product is [Br-:1].[CH3:7][CH:6]([CH3:8])[CH2:5][CH2:4][CH2:3][CH2:2][P+:15]([C:16]1[CH:17]=[CH:18][CH:19]=[CH:20][CH:21]=1)([C:22]1[CH:27]=[CH:26][CH:25]=[CH:24][CH:23]=1)[C:9]1[CH:10]=[CH:11][CH:12]=[CH:13][CH:14]=1. The yield is 0.810.